From a dataset of Full USPTO retrosynthesis dataset with 1.9M reactions from patents (1976-2016). Predict the reactants needed to synthesize the given product. Given the product [C:12]([O:18][CH:19]([O:23][C:24]([NH:11][CH2:10][C@H:2]1[CH2:3][CH2:4][C@H:5]([C:7]([OH:9])=[O:8])[CH2:6][CH2:1]1)=[O:25])[CH:20]([CH3:22])[CH3:21])(=[O:17])[CH2:13][CH2:14][CH2:15][CH3:16], predict the reactants needed to synthesize it. The reactants are: [CH2:1]1[CH2:6][C@H:5]([C:7]([OH:9])=[O:8])[CH2:4][CH2:3][C@H:2]1[CH2:10][NH2:11].[C:12]([O:18][CH:19]([O:23][C:24](ON1C(=O)CCC1=O)=[O:25])[CH:20]([CH3:22])[CH3:21])(=[O:17])[CH2:13][CH2:14][CH2:15][CH3:16].